The task is: Binary Classification. Given a drug SMILES string, predict its activity (active/inactive) in a high-throughput screening assay against a specified biological target.. This data is from HIV replication inhibition screening data with 41,000+ compounds from the AIDS Antiviral Screen. The compound is Cc1cc(C)nc(Nc2nc3cc([N+](=O)[O-])ccc3[nH]2)n1. The result is 0 (inactive).